This data is from Retrosynthesis with 50K atom-mapped reactions and 10 reaction types from USPTO. The task is: Predict the reactants needed to synthesize the given product. Given the product COCCc1c[nH]c2nccc(Oc3ccc(Nc4cc(C(F)(F)F)nc(N)n4)cc3F)c12, predict the reactants needed to synthesize it. The reactants are: COCCc1c[nH]c2nccc(Oc3ccc(N)cc3F)c12.Nc1nc(Cl)cc(C(F)(F)F)n1.